From a dataset of Full USPTO retrosynthesis dataset with 1.9M reactions from patents (1976-2016). Predict the reactants needed to synthesize the given product. (1) Given the product [C@@H:50]1([O:49][C@@H:39]2[C@@H:38]([CH2:81][OH:82])[O:37][C@H:10]([O:11][C@@H:12]3[CH2:16][NH:15][C@H:14]([CH2:27][OH:28])[C@H:13]3[OH:36])[C@H:9]([OH:8])[C@H:40]2[OH:41])[O:79][C@H:78]([CH3:80])[C@@H:69]([OH:70])[C@H:60]([OH:61])[C@H:51]1[OH:52], predict the reactants needed to synthesize it. The reactants are: C([O:8][C@@H:9]1[C@@H:40]([O:41]CC2C=CC=CC=2)[C@H:39]([O:49][C@@H:50]2[O:79][C@H:78]([CH3:80])[C@@H:69]([O:70]CC3C=CC=CC=3)[C@H:60]([O:61]CC3C=CC=CC=3)[C@H:51]2[O:52]CC2C=CC=CC=2)[C@@H:38]([CH2:81][O:82]CC2C=CC=CC=2)[O:37][C@@H:10]1[O:11][C@@H:12]1[CH2:16][N:15](C(OCC2C=CC=CC=2)=O)[C@H:14]([CH2:27][O:28]CC2C=CC=CC=2)[C@H:13]1[OH:36])C1C=CC=CC=1.Cl. (2) Given the product [Br:1][C:2]1[CH:3]=[CH:4][C:5]([CH2:6][C:8]2[CH:13]=[C:12]([Br:14])[C:11]([CH2:15][C:16]3[CH:21]=[CH:20][C:19]([Br:22])=[CH:18][CH:17]=3)=[CH:10][C:9]=2[Br:24])=[CH:25][CH:26]=1, predict the reactants needed to synthesize it. The reactants are: [Br:1][C:2]1[CH:26]=[CH:25][C:5]([C:6]([C:8]2[CH:13]=[C:12]([Br:14])[C:11]([C:15](=O)[C:16]3[CH:21]=[CH:20][C:19]([Br:22])=[CH:18][CH:17]=3)=[CH:10][C:9]=2[Br:24])=O)=[CH:4][CH:3]=1.FC(F)(F)S(O)(=O)=O.C([SiH](CC)CC)C.C(=O)([O-])[O-].[Na+].[Na+]. (3) Given the product [CH3:25][N:30]([CH3:29])[C@H:18]1[CH2:19][CH2:20][CH2:21][N:16]([C:7]2[CH:8]=[CH:9][C:10]([C:12]([F:15])([F:14])[F:13])=[CH:11][C:6]=2[N+:3]([O-:5])=[O:4])[CH2:17]1, predict the reactants needed to synthesize it. The reactants are: Cl.Cl.[N+:3]([C:6]1[CH:11]=[C:10]([C:12]([F:15])([F:14])[F:13])[CH:9]=[CH:8][C:7]=1[N:16]1[CH2:21][CH2:20][CH2:19][C@H:18](N)[CH2:17]1)([O-:5])=[O:4].C=O.[C:25](O)(=O)C.[C:29]([BH3-])#[N:30].[Na+]. (4) Given the product [CH2:1]([N:8]1[C:13]2[CH:14]=[C:15]([CH2:18][C:19]3[CH:24]=[C:23]([C@H:25]4[C@H:30]([O:31][CH2:32][C:33]5[CH:38]=[CH:37][CH:36]=[CH:35][CH:34]=5)[C@@H:29]([O:39][CH2:40][C:41]5[CH:46]=[CH:45][CH:44]=[CH:43][CH:42]=5)[C@H:28]([O:47][CH2:48][C:49]5[CH:54]=[CH:53][CH:52]=[CH:51][CH:50]=5)[C@@H:27]([CH2:55][O:56][CH2:57][C:58]5[CH:63]=[CH:62][CH:61]=[CH:60][CH:59]=5)[O:26]4)[CH:22]=[CH:21][C:20]=3[CH:65]3[CH2:67][CH2:66]3)[CH:16]=[CH:17][C:12]=2[O:11][CH2:10][CH2:9]1)[C:2]1[CH:7]=[CH:6][CH:5]=[CH:4][CH:3]=1, predict the reactants needed to synthesize it. The reactants are: [CH2:1]([N:8]1[C:13]2[CH:14]=[C:15]([CH2:18][C:19]3[CH:24]=[C:23]([C@H:25]4[C@H:30]([O:31][CH2:32][C:33]5[CH:38]=[CH:37][CH:36]=[CH:35][CH:34]=5)[C@@H:29]([O:39][CH2:40][C:41]5[CH:46]=[CH:45][CH:44]=[CH:43][CH:42]=5)[C@H:28]([O:47][CH2:48][C:49]5[CH:54]=[CH:53][CH:52]=[CH:51][CH:50]=5)[C@@H:27]([CH2:55][O:56][CH2:57][C:58]5[CH:63]=[CH:62][CH:61]=[CH:60][CH:59]=5)[O:26]4)[CH:22]=[CH:21][C:20]=3Br)[CH:16]=[CH:17][C:12]=2[O:11][CH2:10][CH2:9]1)[C:2]1[CH:7]=[CH:6][CH:5]=[CH:4][CH:3]=1.[CH:65]1(B(O)O)[CH2:67][CH2:66]1.P([O-])([O-])([O-])=O.[K+].[K+].[K+].O. (5) Given the product [CH:1]1([CH2:7][C:8]([OH:24])([CH2:25][C:26]2[CH:31]=[CH:30][CH:29]=[CH:28][CH:27]=2)[C:9]([NH:11][C:12]2[CH:13]=[CH:14][C:15]3[C:20](=[O:21])[O:19][N:18]=[C:17]([CH3:22])[C:16]=3[CH:23]=2)=[O:10])[CH2:6][CH2:5][CH2:4][CH2:3][CH2:2]1, predict the reactants needed to synthesize it. The reactants are: [CH:1]1([CH2:7][C:8](=[O:24])[C:9]([NH:11][C:12]2[CH:13]=[CH:14][C:15]3[C:20](=[O:21])[O:19][N:18]=[C:17]([CH3:22])[C:16]=3[CH:23]=2)=[O:10])[CH2:6][CH2:5][CH2:4][CH2:3][CH2:2]1.[CH2:25]([Mg]Cl)[C:26]1[CH:31]=[CH:30][CH:29]=[CH:28][CH:27]=1. (6) Given the product [CH3:21][O:20][C:4]1[C:5]2[O:9][CH:8]([CH2:10][NH:11][C:12](=[O:18])[O:13][C:14]([CH3:17])([CH3:16])[CH3:15])[CH2:7][C:6]=2[CH:19]=[C:2]([C:39]2[CH:38]=[CH:37][C:36]([C:34]([N:31]3[CH2:32][CH2:33][O:28][CH2:29][CH2:30]3)=[O:35])=[CH:41][CH:40]=2)[CH:3]=1, predict the reactants needed to synthesize it. The reactants are: Br[C:2]1[CH:3]=[C:4]([O:20][CH3:21])[C:5]2[O:9][CH:8]([CH2:10][NH:11][C:12](=[O:18])[O:13][C:14]([CH3:17])([CH3:16])[CH3:15])[CH2:7][C:6]=2[CH:19]=1.C([O-])([O-])=O.[K+].[K+].[O:28]1[CH2:33][CH2:32][N:31]([C:34]([C:36]2[CH:41]=[CH:40][C:39](B3OC(C)(C)C(C)(C)O3)=[CH:38][CH:37]=2)=[O:35])[CH2:30][CH2:29]1.O. (7) Given the product [CH3:8][O:7][C:5](=[O:6])[C:4]1[CH:3]=[C:2]([CH2:13][C:14]2[CH:19]=[CH:18][CH:17]=[CH:16][CH:15]=2)[CH:11]=[C:10]([OH:12])[CH:9]=1, predict the reactants needed to synthesize it. The reactants are: O[C:2]1[CH:3]=[C:4]([CH:9]=[C:10]([OH:12])[CH:11]=1)[C:5]([O:7][CH3:8])=[O:6].[CH2:13](Br)[C:14]1[CH:19]=[CH:18][CH:17]=[CH:16][CH:15]=1. (8) The reactants are: [CH3:1][O:2][C:3](=[O:17])[C:4]1[CH:9]=[C:8]([CH2:10][CH:11]=[CH2:12])[C:7]([OH:13])=[C:6]([CH2:14][CH:15]=[CH2:16])[CH:5]=1.[CH3:18]I. Given the product [CH3:1][O:2][C:3](=[O:17])[C:4]1[CH:9]=[C:8]([CH2:10][CH:11]=[CH2:12])[C:7]([O:13][CH3:18])=[C:6]([CH2:14][CH:15]=[CH2:16])[CH:5]=1, predict the reactants needed to synthesize it. (9) Given the product [CH3:9][O:8][C:5]1[CH:6]=[CH:7][C:2]([B:19]([OH:24])[OH:20])=[C:3]([C:10]([F:13])([F:12])[F:11])[CH:4]=1, predict the reactants needed to synthesize it. The reactants are: Br[C:2]1[CH:7]=[CH:6][C:5]([O:8][CH3:9])=[CH:4][C:3]=1[C:10]([F:13])([F:12])[F:11].C([Li])CCC.[B:19](OC(C)C)([O:24]C(C)C)[O:20]C(C)C.Cl.